Dataset: Catalyst prediction with 721,799 reactions and 888 catalyst types from USPTO. Task: Predict which catalyst facilitates the given reaction. (1) Reactant: C(OC[N:9]1[C:13]2[N:14]=[N:15][CH:16]=[C:17]([C:18]3[CH:19]=[N:20][N:21]([CH:23]([CH:27]4[CH2:29][CH2:28]4)[CH2:24][C:25]#[N:26])[CH:22]=3)[C:12]=2[CH:11]=[CH:10]1)(=O)C(C)(C)C.[OH-].[Na+]. Product: [N:14]1[C:13]2[NH:9][CH:10]=[CH:11][C:12]=2[C:17]([C:18]2[CH:19]=[N:20][N:21]([CH:23]([CH:27]3[CH2:29][CH2:28]3)[CH2:24][C:25]#[N:26])[CH:22]=2)=[CH:16][N:15]=1. The catalyst class is: 5. (2) Reactant: [Cl:1][C:2]1[CH:3]=[C:4]2[C:12](=[CH:13][C:14]=1[Cl:15])[N:11](S(C1C=CC(C)=CC=1)(=O)=O)[C:10]1[C:9]([C:31]([F:34])([F:33])[F:32])([O:26][Si](C)(C)C)[CH2:8][CH2:7][CH2:6][C:5]2=1.[OH-].[K+]. Product: [Cl:1][C:2]1[CH:3]=[C:4]2[C:12](=[CH:13][C:14]=1[Cl:15])[NH:11][C:10]1[C:9]([C:31]([F:32])([F:33])[F:34])([OH:26])[CH2:8][CH2:7][CH2:6][C:5]2=1. The catalyst class is: 636. (3) Reactant: [CH:1]1([NH:4][C:5]2[N:10]=[C:9]([C:11]3[C:19]4[C:14](=[CH:15][CH:16]=[C:17]([C:20]5[S:24][C:23]([NH:25]CC6C=CC(OC)=CC=6)=[N:22][N:21]=5)[CH:18]=4)[N:13]([S:35]([C:38]4[CH:44]=[CH:43][C:41]([CH3:42])=[CH:40][CH:39]=4)(=[O:37])=[O:36])[CH:12]=3)[CH:8]=[N:7][CH:6]=2)[CH2:3][CH2:2]1. Product: [CH:1]1([NH:4][C:5]2[N:10]=[C:9]([C:11]3[C:19]4[C:14](=[CH:15][CH:16]=[C:17]([C:20]5[S:24][C:23]([NH2:25])=[N:22][N:21]=5)[CH:18]=4)[N:13]([S:35]([C:38]4[CH:39]=[CH:40][C:41]([CH3:42])=[CH:43][CH:44]=4)(=[O:37])=[O:36])[CH:12]=3)[CH:8]=[N:7][CH:6]=2)[CH2:3][CH2:2]1. The catalyst class is: 67. (4) Reactant: Cl[C:2]1[N:10]=[C:9]2[C:5]([NH:6][CH:7]=[N:8]2)=[C:4](Cl)[N:3]=1.C(OCC)(=O)C.O1C=CCCC1.N1CCCCC1. Product: [N:3]1[CH:4]=[C:5]2[C:9]([N:8]=[CH:7][NH:6]2)=[N:10][CH:2]=1. The catalyst class is: 66. (5) Product: [Cl:1][C:2]1[CH:3]=[C:4]([CH:10]=[C:11]([Cl:15])[C:12]=1[O:13][CH3:14])[C:5]([NH:17][NH2:18])=[O:6]. Reactant: [Cl:1][C:2]1[CH:3]=[C:4]([CH:10]=[C:11]([Cl:15])[C:12]=1[O:13][CH3:14])[C:5](OCC)=[O:6].O.[NH2:17][NH2:18]. The catalyst class is: 8. (6) Reactant: C(OC(=O)[NH:7][C@H:8]([CH:26]1[CH2:31][CH2:30][CH2:29][CH2:28][CH2:27]1)[CH2:9][CH2:10][C:11](=[O:25])[N:12]([CH:19]1[CH2:24][CH2:23][CH2:22][CH2:21][CH2:20]1)[CH2:13][C:14]1[NH:15][CH:16]=[CH:17][N:18]=1)(C)(C)C.FC(F)(F)C(O)=O. Product: [NH2:7][C@H:8]([CH:26]1[CH2:31][CH2:30][CH2:29][CH2:28][CH2:27]1)[CH2:9][CH2:10][C:11]([N:12]([CH:19]1[CH2:20][CH2:21][CH2:22][CH2:23][CH2:24]1)[CH2:13][C:14]1[NH:18][CH:17]=[CH:16][N:15]=1)=[O:25]. The catalyst class is: 4.